This data is from Full USPTO retrosynthesis dataset with 1.9M reactions from patents (1976-2016). The task is: Predict the reactants needed to synthesize the given product. (1) Given the product [Br:1][C:2]1[CH:3]=[C:4]([O:5][CH2:6][CH2:7][C:8]([N:17]2[CH2:16][CH2:15][N:14]([C:20]3[CH:27]=[CH:26][CH:25]=[C:24]([C:28]([F:30])([F:29])[F:31])[C:21]=3[C:22]#[N:23])[CH2:19][CH2:18]2)=[O:10])[CH:11]=[CH:12][CH:13]=1, predict the reactants needed to synthesize it. The reactants are: [Br:1][C:2]1[CH:3]=[C:4]([CH:11]=[CH:12][CH:13]=1)[O:5][CH2:6][CH2:7][C:8]([OH:10])=O.[N:14]1([C:20]2[CH:27]=[CH:26][CH:25]=[C:24]([C:28]([F:31])([F:30])[F:29])[C:21]=2[C:22]#[N:23])[CH2:19][CH2:18][NH:17][CH2:16][CH2:15]1.ClC1C(Cl)=CC=CC=1N1CCN(C(=O)CCOC2C=CC=CC=2)CC1. (2) Given the product [Br:1][C:2]1[C:3]([CH3:9])=[CH:4][C:5]([O:8][CH:13]2[CH2:14][CH2:15][O:10][CH2:11][CH2:12]2)=[N:6][CH:7]=1, predict the reactants needed to synthesize it. The reactants are: [Br:1][C:2]1[C:3]([CH3:9])=[CH:4][C:5]([OH:8])=[N:6][CH:7]=1.[O:10]1[CH2:15][CH2:14][CH:13](O)[CH2:12][CH2:11]1. (3) Given the product [CH2:1]([C:4]([P:10]([O-:13])([OH:12])=[O:11])([P:6]([O-:8])([OH:9])=[O:7])[OH:5])[CH2:2][NH2:3].[Na+:15].[Na+:15], predict the reactants needed to synthesize it. The reactants are: [CH2:1]([C:4]([P:10]([OH:13])([OH:12])=[O:11])([P:6]([OH:9])([OH:8])=[O:7])[OH:5])[CH2:2][NH2:3].[OH-].[Na+:15].[OH-].[K+]. (4) The reactants are: C1(P(C2C=CC=CC=2)C2C=CC=CC=2)C=CC=CC=1.II.CCN(CC)CC.[CH3:29][O:30][C:31](=[O:49])[CH:32]([NH:38][C:39](=[O:48])[C:40]1[CH:45]=[CH:44][C:43]([F:46])=[C:42]([F:47])[CH:41]=1)[C:33]([CH:35]1[CH2:37][CH2:36]1)=O. Given the product [CH3:29][O:30][C:31]([C:32]1[N:38]=[C:39]([C:40]2[CH:45]=[CH:44][C:43]([F:46])=[C:42]([F:47])[CH:41]=2)[O:48][C:33]=1[CH:35]1[CH2:37][CH2:36]1)=[O:49], predict the reactants needed to synthesize it. (5) The reactants are: [S:1]1[CH:5]=[CH:4][CH:3]=[C:2]1[CH2:6][NH2:7].[C:8](O[C:8]([O:10][C:11]([CH3:14])([CH3:13])[CH3:12])=[O:9])([O:10][C:11]([CH3:14])([CH3:13])[CH3:12])=[O:9]. Given the product [C:11]([O:10][C:8](=[O:9])[NH:7][CH2:6][C:2]1[S:1][CH:5]=[CH:4][CH:3]=1)([CH3:14])([CH3:13])[CH3:12], predict the reactants needed to synthesize it. (6) Given the product [Br:25][CH2:26][CH:27]([C:29]1[CH:38]=[CH:37][C:32]2[O:33][CH2:34][CH2:35][O:36][C:31]=2[CH:30]=1)[OH:28], predict the reactants needed to synthesize it. The reactants are: B1(C)OC(C2C=CC=CC=2)(C2C=CC=CC=2)[C@@H]2N1CCC2.S(C)C.[Br:25][CH2:26][C:27]([C:29]1[CH:38]=[CH:37][C:32]2[O:33][CH2:34][CH2:35][O:36][C:31]=2[CH:30]=1)=[O:28]. (7) Given the product [CH3:44][O:43][CH2:42][CH2:41][C:25]1[C:24]([CH2:22][OH:21])=[C:29]([CH3:30])[N:28]=[C:27]([C:31]2[CH:36]=[CH:35][C:34]([C:37]([F:40])([F:39])[F:38])=[CH:33][CH:32]=2)[N:26]=1, predict the reactants needed to synthesize it. The reactants are: CC(C[AlH]CC(C)C)C.C1(C)C=CC=CC=1.C(=O)=O.C[O:21][C:22]([C:24]1[C:25]([CH2:41][CH2:42][O:43][CH3:44])=[N:26][C:27]([C:31]2[CH:36]=[CH:35][C:34]([C:37]([F:40])([F:39])[F:38])=[CH:33][CH:32]=2)=[N:28][C:29]=1[CH3:30])=O.